Dataset: Forward reaction prediction with 1.9M reactions from USPTO patents (1976-2016). Task: Predict the product of the given reaction. (1) Given the reactants Br[C:2]1[CH:7]=[CH:6][C:5]([N:8]2[C:13]3=[N:14][C:15]4[C:20]([Cl:21])=[CH:19][CH:18]=[C:17]([CH:22]([O:27][CH:28]([F:30])[F:29])[C:23]([F:26])([F:25])[F:24])[C:16]=4[N:12]3[CH2:11][CH2:10][CH2:9]2)=[C:4]([CH3:31])[CH:3]=1.[OH-].[K+].C(P([C:64]([CH3:67])(C)C)C1C(C)=C(C)C(C)=C(C)C=1C1C(C(C)C)=CC(C(C)C)=CC=1C(C)C)(C)(C)C.C(=O)([O-])[O-:69].[K+].[K+].ICC, predict the reaction product. The product is: [Cl:21][C:20]1[C:15]2[N:14]=[C:13]3[N:8]([C:5]4[CH:6]=[CH:7][C:2]([O:69][CH2:64][CH3:67])=[CH:3][C:4]=4[CH3:31])[CH2:9][CH2:10][CH2:11][N:12]3[C:16]=2[C:17]([CH:22]([O:27][CH:28]([F:30])[F:29])[C:23]([F:26])([F:25])[F:24])=[CH:18][CH:19]=1. (2) Given the reactants [Cl:1][C:2]1[CH:7]=[CH:6][C:5](/[CH:8]=[CH:9]/[C:10]2[C:18]3[C:13](=[CH:14][CH:15]=[C:16]([NH:19][S:20]([C:23]4[CH:28]=[CH:27][CH:26]=[CH:25][C:24]=4[S:29]([CH3:32])(=[O:31])=[O:30])(=[O:22])=[O:21])[CH:17]=3)[NH:12][N:11]=2)=[CH:4][CH:3]=1, predict the reaction product. The product is: [Cl:1][C:2]1[CH:7]=[CH:6][C:5]([CH2:8][CH2:9][C:10]2[C:18]3[C:13](=[CH:14][CH:15]=[C:16]([NH:19][S:20]([C:23]4[CH:28]=[CH:27][CH:26]=[CH:25][C:24]=4[S:29]([CH3:32])(=[O:31])=[O:30])(=[O:22])=[O:21])[CH:17]=3)[NH:12][N:11]=2)=[CH:4][CH:3]=1.